From a dataset of Experimentally validated miRNA-target interactions with 360,000+ pairs, plus equal number of negative samples. Binary Classification. Given a miRNA mature sequence and a target amino acid sequence, predict their likelihood of interaction. (1) The miRNA is mmu-miR-181a-5p with sequence AACAUUCAACGCUGUCGGUGAGU. The protein sequence of the target gene is MSVPLLKIGVVLSTMAMITNWMSQTLPSLVGLNTTRLSAASGGTLDRSTGVLPTNPEESWQVYSSAQDSEGRCICTVVAPQQTMCSRDARTKQLRQLLEKVQNMSQSIEVLDRRTQRDLQYVEKMENQMKGLETKFKQVEESHKQHLARQFKAIKAKMDELRPLIPVLEEYKADAKLVLQFKEEVQNLTSVLNELQEEIGAYDYDELQSRVSNLEERLRACMQKLACGKLTGISDPVTVKTSGSRFGSWMTDPLAPEGDNRVWYMDGYHNNRFVREYKSMVDFMNTDNFTSHRLPHPWSG.... Result: 1 (interaction). (2) The miRNA is hsa-miR-4476 with sequence CAGGAAGGAUUUAGGGACAGGC. The protein sequence of the target gene is MADDDPYGTGQMFHLNTALTHSIFNAELYSPEIPLSTDGPYLQILEQPKQRGFRFRYVCEGPSHGGLPGASSEKNKKSYPQVKICNYVGPAKVIVQLVTNGKNIHLHAHSLVGKHCEDGVCTVTAGPKDMVVGFANLGILHVTKKKVFETLEARMTEACIRGYNPGLLVHSDLAYLQAEGGGDRQLTDREKEIIRQAAVQQTKEMDLSVVRLMFTAFLPDSTGSFTRRLEPVVSDAIYDSKAPNASNLKIVRMDRTAGCVTGGEEIYLLCDKVQKDDIQIRFYEEEENGGVWEGFGDFSP.... Result: 0 (no interaction). (3) The miRNA is hsa-miR-6130 with sequence UGAGGGAGUGGAUUGUAUG. The protein sequence of the target gene is MSALRRSGYGPSDGPSYGRYYGPGGGDVPVHVPPPLYPPLRPEPPQPPVSWRGRGGAPAETTWPGEGAGGDGYYPSGGAWAEASRAGGGHQEQPPYPGYNSNYWNSVRPRAPYPGSYSVRPELQGQSLNSYANGAYGPPYPPGPGASTASYSGAYYVPGYTQSNYSTEVPNTYRSPGNSPTPMSRWMYSQQDCPTEAPPLRGQVPGYPASQNPGMTLPHYPYGDGNRAVPQSGGTGRPQDDAWASSAYGMGARYPWPSAAPSAPSAGSLYMTESASPWPGNSSPQPPPSPPPQQPKDPSY.... Result: 0 (no interaction). (4) Result: 0 (no interaction). The miRNA is hsa-miR-4509 with sequence ACUAAAGGAUAUAGAAGGUUUU. The protein sequence of the target gene is MATDDKSSPTLDSANDLPRSPASPSHLTHFKPLTPDQDEPPFKSAYSSFVNLFRFNKERGEGGQGEQQSPSSSWASPQIPSRTQSVRSPVPYKKQLNEELHRRSSVLDSRRKAEPACGGHDPRTAVQLRSLSTVLKRLKEIMEGKSQDSDLKQYWMPDSQCKECYDCSEKFTTFRRRHHCRLCGQIFCSRCCNQEIPGKFMGYTGDLRACTYCRKIALSYAHSTDSNSIGEDLNALSDSTCSVSILDPSEPRTPVGSRKASRNIFLEDDLAWQSLIHPDSSNSALSTRLVSVQEDAGKSP.... (5) The miRNA is ath-miR160a-5p with sequence UGCCUGGCUCCCUGUAUGCCA. The protein sequence of the target gene is MSRFLNVLRSWLVMVSIIAMGNTLQSFRDHTFLYEKLYTGKPNLVNGLQARTFGIWTLLSSVIRCLCAIDIHNKTLYHITLWTFLLALGHFLSELFVFGTAAPTVGVLAPLMVASFSILGMLVGLRYLEAEPVSRQKKRN. Result: 0 (no interaction).